From a dataset of Full USPTO retrosynthesis dataset with 1.9M reactions from patents (1976-2016). Predict the reactants needed to synthesize the given product. (1) Given the product [CH3:2][O:3][C:4](=[O:10])[C@H:5]([NH:9][CH2:16][C:15]1[CH:18]=[CH:19][C:12]([Cl:11])=[CH:13][CH:14]=1)[CH:6]([CH3:8])[CH3:7], predict the reactants needed to synthesize it. The reactants are: Cl.[CH3:2][O:3][C:4](=[O:10])[C@H:5]([NH2:9])[CH:6]([CH3:8])[CH3:7].[Cl:11][C:12]1[CH:19]=[CH:18][C:15]([CH:16]=O)=[CH:14][CH:13]=1.C(N(CC)CC)C.[BH4-].[Na+]. (2) Given the product [CH2:1]([OH:23])[C@H:2]1[O:7][C@H:6]([O:8][CH2:9][C@@H:10]([OH:15])[C@@H:11]([OH:19])[C@H:12]([OH:18])[C@@H:13]([OH:17])[CH2:14][OH:16])[C@H:5]([OH:20])[C@@H:4]([OH:21])[C@@H:3]1[OH:22], predict the reactants needed to synthesize it. The reactants are: [CH2:1]([OH:23])[C@H:2]1[O:7][C@H:6]([O:8][CH2:9][C@H:10]2[O:15][CH:14]([OH:16])[C@H:13]([OH:17])[C@@H:12]([OH:18])[C@@H:11]2[OH:19])[C@H:5]([OH:20])[C@@H:4]([OH:21])[C@@H:3]1[OH:22].C. (3) Given the product [F:3][C:4]1[CH:5]=[C:6]2[C:11](=[CH:12][CH:13]=1)[N:10]([C@H:14]([CH2:18][CH3:19])[C:15]([OH:17])=[O:16])[CH2:9][CH2:8][CH2:7]2, predict the reactants needed to synthesize it. The reactants are: [OH-].[K+].[F:3][C:4]1[CH:5]=[C:6]2[C:11](=[CH:12][CH:13]=1)[N:10]([C@H:14]([CH2:18][CH3:19])[C:15]([O-:17])=[O:16])[CH2:9][CH2:8][CH2:7]2.FC1C=C2C(=CC=1)N([C@H](C(C)C)C(O)=O)CCC2. (4) Given the product [F:20][C:21]1[CH:26]=[CH:25][C:24]([C:2]2[CH:7]=[CH:6][C:5]([CH:8]3[CH2:12][O:11][C:10]([NH2:13])=[N:9]3)=[CH:4][CH:3]=2)=[CH:23][CH:22]=1, predict the reactants needed to synthesize it. The reactants are: Br[C:2]1[CH:7]=[CH:6][C:5]([CH:8]2[CH2:12][O:11][C:10]([NH2:13])=[N:9]2)=[CH:4][CH:3]=1.C([O-])([O-])=O.[Na+].[Na+].[F:20][C:21]1[CH:26]=[CH:25][C:24](B(O)O)=[CH:23][CH:22]=1. (5) Given the product [CH:30]1([C:29]2[C:15]3[C:14]([N:11]4[CH2:12][CH2:13][NH:8][CH2:9][CH2:10]4)=[N:19][C:18]([C:20]4[CH:25]=[CH:24][N:23]=[CH:22][CH:21]=4)=[N:17][C:16]=3[CH:26]=[N:27][CH:28]=2)[CH2:32][CH2:31]1, predict the reactants needed to synthesize it. The reactants are: C(OC([N:8]1[CH2:13][CH2:12][N:11]([C:14]2[C:15]3[C:29]([CH:30]4[CH2:32][CH2:31]4)=[CH:28][N:27]=[CH:26][C:16]=3[N:17]=[C:18]([C:20]3[CH:25]=[CH:24][N:23]=[CH:22][CH:21]=3)[N:19]=2)[CH2:10][CH2:9]1)=O)(C)(C)C. (6) Given the product [CH3:46][N:45]([CH2:44][C:41]1[O:40][C:9]([C@@H:12]2[CH2:16][CH2:15][CH2:14][N:13]2[C:17](=[O:32])[C:18]([F:31])([F:30])[C:19]2([OH:29])[CH2:20][C:21]([CH3:28])([CH3:27])[CH2:22][C:23]([CH3:26])([CH3:25])[CH2:24]2)=[N:10][N:42]=1)[CH3:49], predict the reactants needed to synthesize it. The reactants are: CS(OCC1O[N:10]=[C:9]([C@@H:12]2[CH2:16][CH2:15][CH2:14][N:13]2[C:17](=[O:32])[C:18]([F:31])([F:30])[C:19]2([OH:29])[CH2:24][C:23]([CH3:26])([CH3:25])[CH2:22][C:21]([CH3:28])([CH3:27])[CH2:20]2)C=1)(=O)=O.CS(OCC1[O:40][C:41]([C@@H:44]2CC[CH2:46][N:45]2[C:49](=O)C(F)(F)C2(O)CC(C)(C)CC(C)(C)C2)=[N:42]N=1)(=O)=O. (7) Given the product [CH3:6][N:5]1[CH2:3][CH2:2][CH2:13][CH2:14][C@@H:22]1[C:20]([NH:1][C@@H:2]([C@@H:13]([CH3:16])[CH2:14][CH3:15])[C:3]([N:5]([CH3:12])[C@@H:6]([CH:9]([CH3:11])[CH3:10])[C:7]#[CH:8])=[O:4])=[O:21], predict the reactants needed to synthesize it. The reactants are: [NH2:1][C@@H:2]([C@@H:13]([CH3:16])[CH2:14][CH3:15])[C:3]([N:5]([CH3:12])[C@@H:6]([CH:9]([CH3:11])[CH3:10])[C:7]#[CH:8])=[O:4].CCO[C:20]([CH3:22])=[O:21]. (8) Given the product [CH3:23][O:22][C:7]1[CH:6]=[CH:5][C:4]2[N:3]=[C:2]([C:29]3[S:30][CH:31]=[CH:32][N:33]=3)[C:11]([C:12]3[CH:17]=[CH:16][CH:15]=[CH:14][CH:13]=3)=[N:10][C:9]=2[C:8]=1[C:18]([O:20][CH3:21])=[O:19], predict the reactants needed to synthesize it. The reactants are: Cl[C:2]1[C:11]([C:12]2[CH:17]=[CH:16][CH:15]=[CH:14][CH:13]=2)=[N:10][C:9]2[C:8]([C:18]([O:20][CH3:21])=[O:19])=[C:7]([O:22][CH3:23])[CH:6]=[CH:5][C:4]=2[N:3]=1.C([Sn](CCCC)(CCCC)[C:29]1[S:30][CH:31]=[CH:32][N:33]=1)CCC. (9) Given the product [Cl:1][C:2]1[CH:7]=[CH:6][C:5]([CH2:8][CH2:9][CH2:10][CH2:11][OH:12])=[C:4]([O:13][CH3:14])[CH:3]=1, predict the reactants needed to synthesize it. The reactants are: [Cl:1][C:2]1[CH:7]=[CH:6][C:5]([C:8]#[C:9][CH2:10][CH2:11][OH:12])=[C:4]([O:13][CH3:14])[CH:3]=1.[H][H]. (10) Given the product [N:51]1[CH:52]=[CH:53][C:54]([N:57]2[CH2:62][CH2:61][C:60]3([CH2:63][CH2:64][N:65]([C:48]([C:46]4[N:47]=[C:41]5[CH2:40][N:39]([C:37]([O:36][C:32]([CH3:33])([CH3:34])[CH3:35])=[O:38])[CH2:44][CH2:43][N:42]5[CH:45]=4)=[O:50])[CH2:66][CH2:67]3)[CH2:59][CH2:58]2)=[CH:55][CH:56]=1, predict the reactants needed to synthesize it. The reactants are: CCN(C(C)C)C(C)C.CCN=C=NCCCN(C)C.Cl.C1C=CC2N(O)N=NC=2C=1.[C:32]([O:36][C:37]([N:39]1[CH2:44][CH2:43][N:42]2[CH:45]=[C:46]([C:48]([OH:50])=O)[N:47]=[C:41]2[CH2:40]1)=[O:38])([CH3:35])([CH3:34])[CH3:33].[N:51]1[CH:56]=[CH:55][C:54]([N:57]2[CH2:62][CH2:61][C:60]3([CH2:67][CH2:66][NH:65][CH2:64][CH2:63]3)[CH2:59][CH2:58]2)=[CH:53][CH:52]=1.